From a dataset of Forward reaction prediction with 1.9M reactions from USPTO patents (1976-2016). Predict the product of the given reaction. (1) Given the reactants FC(F)(F)S(O[C:7]1[CH:15]=[CH:14][CH:13]=[C:12]2[C:8]=1[C:9]1[CH:19]=[C:18]([Cl:20])[CH:17]=[N:16][C:10]=1[NH:11]2)(=O)=O.[N:23]1[CH:28]=[CH:27][CH:26]=[C:25](B(O)O)[CH:24]=1.C(=O)([O-])[O-].[Na+].[Na+].Cl, predict the reaction product. The product is: [Cl:20][C:18]1[CH:17]=[N:16][C:10]2[NH:11][C:12]3[C:8]([C:9]=2[CH:19]=1)=[C:7]([C:25]1[CH:24]=[N:23][CH:28]=[CH:27][CH:26]=1)[CH:15]=[CH:14][CH:13]=3. (2) Given the reactants C(O[C:4](=[O:30])[N:5]([C:13]1[CH:18]=[C:17]([C:19]2[CH:24]=[CH:23][CH:22]=[CH:21][C:20]=2[F:25])[N:16]=[C:15]([NH2:26])[C:14]=1[N+:27]([O-])=O)[CH2:6][C:7]1[CH:12]=[CH:11][CH:10]=[CH:9][CH:8]=1)C, predict the reaction product. The product is: [NH2:26][C:15]1[C:14]2[NH:27][C:4](=[O:30])[N:5]([CH2:6][C:7]3[CH:8]=[CH:9][CH:10]=[CH:11][CH:12]=3)[C:13]=2[CH:18]=[C:17]([C:19]2[CH:24]=[CH:23][CH:22]=[CH:21][C:20]=2[F:25])[N:16]=1.